This data is from Full USPTO retrosynthesis dataset with 1.9M reactions from patents (1976-2016). The task is: Predict the reactants needed to synthesize the given product. Given the product [C:32]([O:35][C:36](=[O:37])[N:17]([CH2:16][CH2:15][C:10]1[CH:11]=[CH:12][C:13]([Cl:14])=[C:8]([C:7]([CH3:20])([CH3:21])[O:6][SiH2:5][C:1]([CH3:4])([CH3:3])[CH3:2])[CH:9]=1)[CH2:18][CH3:19])([CH3:34])([CH3:33])[CH3:31], predict the reactants needed to synthesize it. The reactants are: [C:1]([SiH2:5][O:6][C:7]([CH3:21])([CH3:20])[C:8]1[CH:9]=[C:10]([CH2:15][CH2:16][NH:17][CH2:18][CH3:19])[CH:11]=[CH:12][C:13]=1[Cl:14])([CH3:4])([CH3:3])[CH3:2].CCN(C(C)C)C(C)C.[CH3:31][C:32]([O:35][C:36](O[C:36]([O:35][C:32]([CH3:34])([CH3:33])[CH3:31])=[O:37])=[O:37])([CH3:34])[CH3:33].